From a dataset of Full USPTO retrosynthesis dataset with 1.9M reactions from patents (1976-2016). Predict the reactants needed to synthesize the given product. (1) Given the product [NH:11]1[C:12]2[C:8](=[CH:7][CH:15]=[N:14][CH:13]=2)[CH:9]=[CH:10]1, predict the reactants needed to synthesize it. The reactants are: N1C=NC=N1.Br[C:7]1[CH:15]=[N:14][C:13](Cl)=[C:12]2[C:8]=1[CH:9]=[CH:10][NH:11]2.C[O-].[Na+].COC1C=NC(Cl)=C2C=1C=CN2.C([O-])([O-])=O.[K+].[K+].C([O-])([O-])=O.[Cs+].[Cs+]. (2) Given the product [C:29]([O:32][CH2:33][CH2:34][C:35]1[S:36][CH:37]=[C:38]([CH2:40][CH2:41][N:19]2[CH2:18][CH2:17][C:15]3([O:14][CH2:13][CH2:12][N:11]([C:9]([C:7]4[N:8]=[C:4]([CH:1]([CH3:3])[CH3:2])[S:5][CH:6]=4)=[O:10])[CH2:16]3)[CH2:21][CH2:20]2)[CH:39]=1)(=[O:31])[CH3:30], predict the reactants needed to synthesize it. The reactants are: [CH:1]([C:4]1[S:5][CH:6]=[C:7]([C:9]([N:11]2[CH2:16][C:15]3([CH2:21][CH2:20][NH:19][CH2:18][CH2:17]3)[O:14][CH2:13][CH2:12]2)=[O:10])[N:8]=1)([CH3:3])[CH3:2].FC(F)(F)C([O-])=O.[C:29]([O:32][CH2:33][CH2:34][C:35]1[S:36][CH:37]=[C:38]([CH2:40][CH2:41]OS(C)(=O)=O)[CH:39]=1)(=[O:31])[CH3:30].